This data is from Forward reaction prediction with 1.9M reactions from USPTO patents (1976-2016). The task is: Predict the product of the given reaction. (1) Given the reactants [F:1][C:2]1[CH:8]=[C:7]([CH3:9])[C:6]([B:10]2[O:14][C:13]([CH3:16])([CH3:15])[C:12]([CH3:18])([CH3:17])[O:11]2)=[CH:5][C:3]=1[NH2:4].Cl[C:20]([O:22][C:23]([CH3:25])=[CH2:24])=[O:21], predict the reaction product. The product is: [F:1][C:2]1[CH:8]=[C:7]([CH3:9])[C:6]([B:10]2[O:14][C:13]([CH3:16])([CH3:15])[C:12]([CH3:18])([CH3:17])[O:11]2)=[CH:5][C:3]=1[NH:4][C:20](=[O:21])[O:22][C:23]([CH3:25])=[CH2:24]. (2) Given the reactants CC1N2C(=O)NN=C2C=CC=1[B:12]1[O:16]C(C)(C)C(C)(C)[O:13]1.Br[C:22]1[CH:23]=[C:24]([C:31]([NH:33][CH:34]2[CH2:37][O:36][CH2:35]2)=[O:32])[C:25]2[N:26]([CH:28]=[CH:29][N:30]=2)[CH:27]=1, predict the reaction product. The product is: [O:36]1[CH2:37][CH:34]([NH:33][C:31]([C:24]2[C:25]3[N:26]([CH:28]=[CH:29][N:30]=3)[CH:27]=[C:22]([B:12]([OH:16])[OH:13])[CH:23]=2)=[O:32])[CH2:35]1. (3) Given the reactants [CH:1]([CH:3]([C:6]1[C:11]([CH3:12])=[CH:10][C:9]([CH3:13])=[CH:8][C:7]=1[CH3:14])[C:4]#[N:5])=O.Cl.[CH2:16]([O:18][C:19](=[O:23])[CH2:20][NH:21][CH3:22])[CH3:17], predict the reaction product. The product is: [CH2:16]([O:18][C:19](=[O:23])[CH2:20][N:21]([CH3:22])[CH:1]=[C:3]([C:6]1[C:11]([CH3:12])=[CH:10][C:9]([CH3:13])=[CH:8][C:7]=1[CH3:14])[C:4]#[N:5])[CH3:17]. (4) Given the reactants [C@@H:1]1([N:8]2[C:18]3[N:17]=[C:15]([NH2:16])[NH:14][C:12](=[O:13])[C:11]=3[N:10]=[CH:9]2)[O:7][C@H:4]([CH2:5][OH:6])[CH2:3][CH2:2]1.C[Si](C)(C)Cl.[C:24](O[C:24](=[O:28])[CH:25]([CH3:27])[CH3:26])(=[O:28])[CH:25]([CH3:27])[CH3:26].N, predict the reaction product. The product is: [OH:6][CH2:5][CH:4]1[O:7][CH:1]([N:8]2[CH:9]=[N:10][C:11]3[C:12](=[O:13])[NH:14][C:15]([NH:16][C:24](=[O:28])[CH:25]([CH3:27])[CH3:26])=[N:17][C:18]2=3)[CH2:2][CH2:3]1. (5) Given the reactants [Cl:1][C:2]1[C:3]([O:19]C)=[C:4]([CH3:18])[C:5]2[O:9][C:8]([N:10]3[CH2:15][CH2:14][NH:13][CH2:12][C@@H:11]3[CH3:16])=[N:7][C:6]=2[CH:17]=1.B(Br)(Br)Br.C(=O)([O-])O.[Na+], predict the reaction product. The product is: [Cl:1][C:2]1[C:3]([OH:19])=[C:4]([CH3:18])[C:5]2[O:9][C:8]([N:10]3[CH2:15][CH2:14][NH:13][CH2:12][C@@H:11]3[CH3:16])=[N:7][C:6]=2[CH:17]=1.